Predict the product of the given reaction. From a dataset of Forward reaction prediction with 1.9M reactions from USPTO patents (1976-2016). (1) Given the reactants Br[C:2]1[CH:3]=[C:4]([CH:14]=[CH:15][C:16]=1[N:17]1[CH2:22][CH2:21][C:20]([CH3:24])([CH3:23])[CH2:19][CH2:18]1)[CH2:5][NH:6][C:7](=[O:13])[O:8][C:9]([CH3:12])([CH3:11])[CH3:10].[C:25]([Cu])#[N:26], predict the reaction product. The product is: [C:25]([C:2]1[CH:3]=[C:4]([CH:14]=[CH:15][C:16]=1[N:17]1[CH2:22][CH2:21][C:20]([CH3:24])([CH3:23])[CH2:19][CH2:18]1)[CH2:5][NH:6][C:7](=[O:13])[O:8][C:9]([CH3:12])([CH3:11])[CH3:10])#[N:26]. (2) Given the reactants FC(F)(F)S(OC)(=O)=O.[CH3:10][C:11]1[S:20][C:19]2[NH:18][C:17]3[CH:21]=[CH:22][CH:23]=[CH:24][C:16]=3[NH:15][C:14](=S)[C:13]=2[CH:12]=1.[C:26]1([C@@H:32]([OH:40])[CH2:33][CH:34]2[CH2:39][NH:38][CH2:37][CH2:36][NH:35]2)[CH:31]=[CH:30][CH:29]=[CH:28][CH:27]=1.N1C=CC=CC=1, predict the reaction product. The product is: [CH3:10][C:11]1[S:20][C:19]2[NH:18][C:17]3[CH:21]=[CH:22][CH:23]=[CH:24][C:16]=3[N:15]=[C:14]([N:38]3[CH2:37][CH2:36][NH:35][C@H:34]([CH2:33][C@@H:32]([C:26]4[CH:31]=[CH:30][CH:29]=[CH:28][CH:27]=4)[OH:40])[CH2:39]3)[C:13]=2[CH:12]=1.[CH3:10][C:11]1[S:20][C:19]2[NH:18][C:17]3[CH:21]=[CH:22][CH:23]=[CH:24][C:16]=3[N:15]=[C:14]([N:38]3[CH2:37][CH2:36][NH:35][C@@H:34]([CH2:33][C@@H:32]([C:26]4[CH:31]=[CH:30][CH:29]=[CH:28][CH:27]=4)[OH:40])[CH2:39]3)[C:13]=2[CH:12]=1. (3) Given the reactants Br[C:2]1[CH:3]=[CH:4][C:5]2[N:10]3[C:11](=[O:23])[O:12][C@@H:13]([CH2:14][NH:15][C:16]([C:18]4[S:19][CH:20]=[CH:21][CH:22]=4)=[O:17])[C@@H:9]3[CH2:8][O:7][C:6]=2[CH:24]=1.[B:25]1([B:25]2[O:29][C:28]([CH3:31])([CH3:30])[C:27]([CH3:33])([CH3:32])[O:26]2)[O:29][C:28]([CH3:31])([CH3:30])[C:27]([CH3:33])([CH3:32])[O:26]1.C([O-])(=O)C.[K+].C(Cl)[Cl:49], predict the reaction product. The product is: [Cl:49][C:20]1[S:19][C:18]([C:16]([NH:15][CH2:14][C@H:13]2[C@H:9]3[N:10]([C:5]4[CH:4]=[CH:3][C:2]([B:25]5[O:29][C:28]([CH3:31])([CH3:30])[C:27]([CH3:33])([CH3:32])[O:26]5)=[CH:24][C:6]=4[O:7][CH2:8]3)[C:11](=[O:23])[O:12]2)=[O:17])=[CH:22][CH:21]=1. (4) The product is: [Si:17]([O:16][CH2:15][CH2:14][N:9]1[CH2:10][CH2:11][N:7]([C:1]2[CH:2]=[CH:3][CH:4]=[CH:5][CH:6]=2)[C:8]1=[O:12])([C:20]([CH3:23])([CH3:22])[CH3:21])([CH3:19])[CH3:18]. Given the reactants [C:1]1([N:7]2[CH2:11][CH2:10][NH:9][C:8]2=[O:12])[CH:6]=[CH:5][CH:4]=[CH:3][CH:2]=1.Br[CH2:14][CH2:15][O:16][Si:17]([C:20]([CH3:23])([CH3:22])[CH3:21])([CH3:19])[CH3:18], predict the reaction product.